Dataset: NCI-60 drug combinations with 297,098 pairs across 59 cell lines. Task: Regression. Given two drug SMILES strings and cell line genomic features, predict the synergy score measuring deviation from expected non-interaction effect. (1) Drug 1: CC1=C2C(C(=O)C3(C(CC4C(C3C(C(C2(C)C)(CC1OC(=O)C(C(C5=CC=CC=C5)NC(=O)OC(C)(C)C)O)O)OC(=O)C6=CC=CC=C6)(CO4)OC(=O)C)OC)C)OC. Drug 2: CC1C(C(CC(O1)OC2CC(CC3=C2C(=C4C(=C3O)C(=O)C5=C(C4=O)C(=CC=C5)OC)O)(C(=O)C)O)N)O.Cl. Cell line: SK-OV-3. Synergy scores: CSS=40.8, Synergy_ZIP=12.1, Synergy_Bliss=6.28, Synergy_Loewe=-2.35, Synergy_HSA=8.63. (2) Drug 1: CC1C(C(CC(O1)OC2CC(CC3=C2C(=C4C(=C3O)C(=O)C5=C(C4=O)C(=CC=C5)OC)O)(C(=O)C)O)N)O.Cl. Drug 2: C1=CC=C(C(=C1)C(C2=CC=C(C=C2)Cl)C(Cl)Cl)Cl. Cell line: K-562. Synergy scores: CSS=43.3, Synergy_ZIP=6.75, Synergy_Bliss=6.06, Synergy_Loewe=-28.1, Synergy_HSA=6.16.